This data is from Forward reaction prediction with 1.9M reactions from USPTO patents (1976-2016). The task is: Predict the product of the given reaction. (1) Given the reactants C(ON([C@H]1CN(C(OC(C)(C)C)=O)[C@H](CO[Si](C(C)(C)C)(C)C)C(C)=C1)S(C1C=CC=CC=1[N+]([O-])=O)(=O)=O)C=C.[Si:41]([O:48][CH2:49][C@@H:50]1[CH:55]=[C:54]([CH2:56][CH2:57][N+:58]([O-:60])=[O:59])[C@H:53](O)[CH2:52][N:51]1[C:62]([O:64][C:65]([CH3:68])([CH3:67])[CH3:66])=[O:63])([C:44]([CH3:47])([CH3:46])[CH3:45])([CH3:43])[CH3:42].[CH2:69]([O:76][NH:77][S:78]([C:81]1[CH:86]=[CH:85][CH:84]=[CH:83][C:82]=1[N+:87]([O-:89])=[O:88])(=[O:80])=[O:79])[C:70]1[CH:75]=[CH:74][CH:73]=[CH:72][CH:71]=1, predict the reaction product. The product is: [CH2:69]([O:76][N:77]([C@H:53]1[CH2:52][N:51]([C:62]([O:64][C:65]([CH3:68])([CH3:67])[CH3:66])=[O:63])[C@H:50]([CH2:49][O:48][Si:41]([C:44]([CH3:47])([CH3:45])[CH3:46])([CH3:43])[CH3:42])[CH:55]=[C:54]1[CH2:56][CH2:57][N+:58]([O-:60])=[O:59])[S:78]([C:81]1[CH:86]=[CH:85][CH:84]=[CH:83][C:82]=1[N+:87]([O-:89])=[O:88])(=[O:80])=[O:79])[C:70]1[CH:75]=[CH:74][CH:73]=[CH:72][CH:71]=1. (2) Given the reactants Br[C:2]1[CH:7]=[CH:6][CH:5]=[CH:4][C:3]=1[N+:8]([O-])=O.[NH2:11][C:12]1[C:13]([CH3:22])=[C:14]([CH:19]=[CH:20][CH:21]=1)[C:15]([O:17][CH3:18])=[O:16].P([O-])([O-])([O-])=O.[K+].[K+].[K+], predict the reaction product. The product is: [NH2:8][C:3]1[CH:4]=[CH:5][CH:6]=[CH:7][C:2]=1[NH:11][C:12]1[C:13]([CH3:22])=[C:14]([CH:19]=[CH:20][CH:21]=1)[C:15]([O:17][CH3:18])=[O:16]. (3) Given the reactants Cl.[NH2:2][OH:3].[CH3:4][C@H:5]([N:8]([CH2:14][C:15]1[CH:20]=[CH:19][C:18]([C:21]2[CH:26]=[CH:25][CH:24]=[CH:23][C:22]=2[C:27]2[N:31]([C:32]([C:45]3[CH:50]=[CH:49][CH:48]=[CH:47][CH:46]=3)([C:39]3[CH:44]=[CH:43][CH:42]=[CH:41][CH:40]=3)[C:33]3[CH:38]=[CH:37][CH:36]=[CH:35][CH:34]=3)[N:30]=[N:29][N:28]=2)=[CH:17][CH:16]=1)[C:9](=[O:13])[CH2:10][CH2:11][CH3:12])[CH:6]=O.N1C=CC=CC=1, predict the reaction product. The product is: [OH:3][N:2]=[CH:4][C@@H:5]([N:8]([CH2:14][C:15]1[CH:16]=[CH:17][C:18]([C:21]2[CH:26]=[CH:25][CH:24]=[CH:23][C:22]=2[C:27]2[N:31]([C:32]([C:33]3[CH:38]=[CH:37][CH:36]=[CH:35][CH:34]=3)([C:45]3[CH:46]=[CH:47][CH:48]=[CH:49][CH:50]=3)[C:39]3[CH:40]=[CH:41][CH:42]=[CH:43][CH:44]=3)[N:30]=[N:29][N:28]=2)=[CH:19][CH:20]=1)[C:9](=[O:13])[CH2:10][CH2:11][CH3:12])[CH3:6]. (4) Given the reactants [N+:1]([C:4]1[CH:26]=[CH:25][C:7]([O:8][C:9]2[CH:14]=[CH:13][N:12]=[C:11]3[CH:15]=[C:16]([C:18]4[CH:23]=[CH:22][C:21]([OH:24])=[CH:20][CH:19]=4)[S:17][C:10]=23)=[CH:6][CH:5]=1)([O-:3])=[O:2].FC1C=C([N+]([O-])=O)C=CC=1OC1C=CN=C2C=C(C3C=C(C=CC=3)O[CH2:44][CH2:45][N:46]3[CH2:51][CH2:50][O:49][CH2:48][CH2:47]3)SC=12, predict the reaction product. The product is: [N+:1]([C:4]1[CH:26]=[CH:25][C:7]([O:8][C:9]2[CH:14]=[CH:13][N:12]=[C:11]3[CH:15]=[C:16]([C:18]4[CH:23]=[CH:22][C:21]([O:24][CH2:44][CH2:45][N:46]5[CH2:51][CH2:50][O:49][CH2:48][CH2:47]5)=[CH:20][CH:19]=4)[S:17][C:10]=23)=[CH:6][CH:5]=1)([O-:3])=[O:2]. (5) The product is: [C:1]([NH:8][C@@:9]1([C:21]([O:23][CH2:24][CH3:25])=[O:22])[CH2:14][C:13](=[O:15])[C@@H:12]2[C@H:10]1[C@H:11]2[C:16]([O:18][CH2:19][CH3:20])=[O:17])(=[O:3])[CH3:2]. Given the reactants [C:1](OC(=O)C)(=[O:3])[CH3:2].[NH2:8][C@@:9]1([C:21]([O:23][CH2:24][CH3:25])=[O:22])[CH2:14][C:13](=[O:15])[C@@H:12]2[C@H:10]1[C@H:11]2[C:16]([O:18][CH2:19][CH3:20])=[O:17].C(N(CC)CC)C, predict the reaction product.